From a dataset of Reaction yield outcomes from USPTO patents with 853,638 reactions. Predict the reaction yield, written as a fraction of the theoretical maximum amount of product (1.0 means a 100% yield; for example, 0.34 means a 34% yield). (1) The reactants are Cl[C:2]1[C:11]2[C:6](=[CH:7][C:8]([CH2:12][O:13][C:14]3[CH:21]=[CH:20][C:17]([C:18]#[N:19])=[CH:16][CH:15]=3)=[CH:9][CH:10]=2)[N:5]=[C:4]([CH3:22])[CH:3]=1.[CH3:23][N:24]1[CH2:29][CH2:28][NH:27][CH2:26][CH2:25]1. The catalyst is CN1CCCC1=O. The product is [CH3:22][C:4]1[CH:3]=[C:2]([N:27]2[CH2:28][CH2:29][N:24]([CH3:23])[CH2:25][CH2:26]2)[C:11]2[C:6](=[CH:7][C:8]([CH2:12][O:13][C:14]3[CH:21]=[CH:20][C:17]([C:18]#[N:19])=[CH:16][CH:15]=3)=[CH:9][CH:10]=2)[N:5]=1. The yield is 0.660. (2) The reactants are Br[C:2]1[C:7]([CH3:8])=[CH:6][N+:5]([O-:9])=[C:4]([CH3:10])[C:3]=1[CH3:11].O1CC[CH2:14][CH2:13]1.C([Al](CC)CC)C.[Cl-].[NH4+]. The catalyst is C1(C)C=CC=CC=1.C1C=CC([P]([Pd]([P](C2C=CC=CC=2)(C2C=CC=CC=2)C2C=CC=CC=2)([P](C2C=CC=CC=2)(C2C=CC=CC=2)C2C=CC=CC=2)[P](C2C=CC=CC=2)(C2C=CC=CC=2)C2C=CC=CC=2)(C2C=CC=CC=2)C2C=CC=CC=2)=CC=1.CO. The product is [CH2:13]([C:2]1[C:7]([CH3:8])=[CH:6][N+:5]([O-:9])=[C:4]([CH3:10])[C:3]=1[CH3:11])[CH3:14]. The yield is 0.870. (3) The reactants are S(=O)(=O)(O)[OH:2].[Cl:6][C:7]1[CH:12]=[C:11](Cl)[N:10]=[C:9]([CH3:14])[N:8]=1. The catalyst is [OH-].[Na+]. The product is [Cl:6][C:7]1[N:8]=[C:9]([CH3:14])[N:10]=[C:11]([OH:2])[CH:12]=1. The yield is 0.910. (4) The reactants are [Cl:1][C:2]1[CH:25]=[CH:24][C:5]([O:6][C:7]2[CH:8]=[CH:9][C:10]([CH:13](C(OCC)=O)[C:14]([O:16]CC)=[O:15])=[N:11][CH:12]=2)=[CH:4][C:3]=1[C:26]([F:29])([F:28])[F:27].[OH-].[K+]. The catalyst is C(O)C. The product is [Cl:1][C:2]1[CH:25]=[CH:24][C:5]([O:6][C:7]2[CH:8]=[CH:9][C:10]([CH2:13][C:14]([OH:16])=[O:15])=[N:11][CH:12]=2)=[CH:4][C:3]=1[C:26]([F:29])([F:27])[F:28]. The yield is 1.00. (5) The reactants are [Br:1][C:2]1[C:3](F)=[C:4]2[C:10]([NH:11][C:12](=[O:20])[C:13]3[CH:18]=[CH:17][C:16]([Cl:19])=[CH:15][N:14]=3)=[CH:9][NH:8][C:5]2=[N:6][CH:7]=1.[NH:22]1[CH2:27][CH2:26][CH2:25][C@@H:24]([NH:28]C(=O)OC(C)(C)C)[CH2:23]1.CCN(C(C)C)C(C)C.C(O)(C(F)(F)F)=O. The catalyst is CCCCO.C(Cl)Cl. The product is [ClH:19].[NH2:28][C@@H:24]1[CH2:25][CH2:26][CH2:27][N:22]([C:3]2[C:2]([Br:1])=[CH:7][N:6]=[C:5]3[NH:8][CH:9]=[C:10]([NH:11][C:12](=[O:20])[C:13]4[CH:18]=[CH:17][C:16]([Cl:19])=[CH:15][N:14]=4)[C:4]=23)[CH2:23]1. The yield is 0.140. (6) The reactants are [Br:1][C:2]1[CH:3]=[C:4]([N+:9]([O-])=O)[C:5]([Cl:8])=[N:6][CH:7]=1.O.O.Cl[Sn]Cl.[OH-].[Na+]. The catalyst is Cl. The product is [NH2:9][C:4]1[C:5]([Cl:8])=[N:6][CH:7]=[C:2]([Br:1])[CH:3]=1. The yield is 0.890.